The task is: Predict the reactants needed to synthesize the given product.. This data is from Full USPTO retrosynthesis dataset with 1.9M reactions from patents (1976-2016). (1) Given the product [OH-:1].[NH:32]1[CH2:33][CH2:34][C@@H:30]([NH:29][C:26]2[CH:25]=[CH:24][C:23]([CH2:22][N:3]3[C:4]4[C:9](=[CH:8][CH:7]=[CH:6][CH:5]=4)[C:10]4([C:14]5=[CH:15][C:16]6[O:20][CH2:19][O:18][C:17]=6[CH:21]=[C:13]5[O:12][CH2:11]4)[C:2]3=[O:1])=[CH:28][CH:27]=2)[CH2:31]1, predict the reactants needed to synthesize it. The reactants are: [O:1]=[C:2]1[C:10]2([C:14]3=[CH:15][C:16]4[O:20][CH2:19][O:18][C:17]=4[CH:21]=[C:13]3[O:12][CH2:11]2)[C:9]2[C:4](=[CH:5][CH:6]=[CH:7][CH:8]=2)[N:3]1[CH2:22][C:23]1[CH:28]=[CH:27][C:26]([NH:29][C@@H:30]2[CH2:34][CH2:33][N:32](C(OC(C)(C)C)=O)[CH2:31]2)=[CH:25][CH:24]=1.FC(F)(F)C(O)=O.[OH-].[Na+]. (2) Given the product [ClH:16].[CH3:1][S:2]([CH2:5][CH2:6][CH2:7][NH2:8])(=[O:4])=[O:3], predict the reactants needed to synthesize it. The reactants are: [CH3:1][S:2]([CH2:5][CH2:6][CH2:7][NH:8]C(=O)OC(C)(C)C)(=[O:4])=[O:3].[ClH:16]. (3) Given the product [CH:1]1([N:4]([CH:5]2[CH2:10][CH2:9][N:8]([C:11]3[C:16]([F:17])=[CH:15][C:14]([C:18]([F:20])([F:19])[F:21])=[CH:13][N:12]=3)[CH2:7][CH2:6]2)[C:26](=[O:27])[C:25]2[CH:29]=[CH:30][C:31]([N:32]3[CH:36]=[N:35][CH:34]=[N:33]3)=[C:23]([F:22])[CH:24]=2)[CH2:2][CH2:3]1, predict the reactants needed to synthesize it. The reactants are: [CH:1]1([NH:4][CH:5]2[CH2:10][CH2:9][N:8]([C:11]3[C:16]([F:17])=[CH:15][C:14]([C:18]([F:21])([F:20])[F:19])=[CH:13][N:12]=3)[CH2:7][CH2:6]2)[CH2:3][CH2:2]1.[F:22][C:23]1[CH:24]=[C:25]([CH:29]=[CH:30][C:31]=1[N:32]1[CH:36]=[N:35][CH:34]=[N:33]1)[C:26](O)=[O:27]. (4) Given the product [CH2:1]([N:4]1[C:10]([NH2:11])=[CH:9][C:8]([C:7]([CH3:14])([CH3:13])[CH3:6])=[N:5]1)[CH:2]=[CH2:3], predict the reactants needed to synthesize it. The reactants are: [CH2:1]([NH:4][NH2:5])[CH:2]=[CH2:3].[CH3:6][C:7]([CH3:14])([CH3:13])[C:8](=O)[CH2:9][C:10]#[N:11]. (5) Given the product [CH:1]1([C:4]2[C:13]3[C:8](=[CH:9][CH:10]=[CH:11][CH:12]=3)[CH:7]=[N:6][C:5]=2[N:14]([CH2:27][C:28]2[CH:29]=[CH:30][C:31]([O:34][C:35]([F:38])([F:36])[F:37])=[CH:32][CH:33]=2)[S:15]([C:18]2[CH:19]=[CH:20][C:21]([C:22]3[NH:48][N:42]=[CH:44][N:24]=3)=[CH:25][CH:26]=2)(=[O:16])=[O:17])[CH2:3][CH2:2]1, predict the reactants needed to synthesize it. The reactants are: [CH:1]1([C:4]2[C:13]3[C:8](=[CH:9][CH:10]=[CH:11][CH:12]=3)[CH:7]=[N:6][C:5]=2[N:14]([CH2:27][C:28]2[CH:33]=[CH:32][C:31]([O:34][C:35]([F:38])([F:37])[F:36])=[CH:30][CH:29]=2)[S:15]([C:18]2[CH:26]=[CH:25][C:21]([C:22]([NH2:24])=O)=[CH:20][CH:19]=2)(=[O:17])=[O:16])[CH2:3][CH2:2]1.COC(OC)[N:42]([CH3:44])C.O.[NH2:48]N. (6) Given the product [CH2:26]([O:16][C:13]1[CH:14]=[C:15]2[C:7]([C:5]3[CH:4]=[N:3][N:2]([CH3:1])[CH:6]=3)=[CH:8][N:9]([CH2:17][O:18][CH2:19][CH2:20][Si:21]([CH3:24])([CH3:23])[CH3:22])[C:10]2=[N:11][CH:12]=1)[CH3:27], predict the reactants needed to synthesize it. The reactants are: [CH3:1][N:2]1[CH:6]=[C:5]([C:7]2[C:15]3[C:10](=[N:11][CH:12]=[C:13]([OH:16])[CH:14]=3)[N:9]([CH2:17][O:18][CH2:19][CH2:20][Si:21]([CH3:24])([CH3:23])[CH3:22])[CH:8]=2)[CH:4]=[N:3]1.Br[CH2:26][CH3:27].C([O-])([O-])=O.[K+].[K+]. (7) Given the product [F:9][C:10]1[CH:11]=[C:12]([CH:15]=[C:16]([F:19])[C:17]=1[O:8][C:5]1[CH:6]=[CH:7][C:2]([F:1])=[CH:3][CH:4]=1)[CH:13]=[O:14], predict the reactants needed to synthesize it. The reactants are: [F:1][C:2]1[CH:7]=[CH:6][C:5]([OH:8])=[CH:4][CH:3]=1.[F:9][C:10]1[CH:11]=[C:12]([CH:15]=[C:16]([F:19])[C:17]=1F)[CH:13]=[O:14]. (8) Given the product [C:12]([O:11][C:9](=[O:10])[NH:16][CH2:17][C:18]1[CH:23]=[CH:22][C:21]([C:24]2[CH:29]=[CH:28][CH:27]=[CH:26][C:25]=2[O:30][CH2:31][CH3:32])=[C:20]([NH2:33])[CH:19]=1)([CH3:13])([CH3:14])[CH3:15], predict the reactants needed to synthesize it. The reactants are: [CH3:13][C:12]([O:11][C:9](O[C:9]([O:11][C:12]([CH3:15])([CH3:14])[CH3:13])=[O:10])=[O:10])([CH3:15])[CH3:14].[NH2:16][CH2:17][C:18]1[CH:23]=[CH:22][C:21]([C:24]2[CH:29]=[CH:28][CH:27]=[CH:26][C:25]=2[O:30][CH2:31][CH3:32])=[C:20]([NH2:33])[CH:19]=1. (9) Given the product [CH3:17][O:18][C:19](=[O:32])[C@@H:20]([NH:21][C:9]([O:11][C:12]([CH3:13])([CH3:14])[CH3:15])=[O:10])[CH2:22][C:23]1[C:31]2[C:26](=[CH:27][CH:28]=[CH:29][CH:30]=2)[NH:25][CH:24]=1, predict the reactants needed to synthesize it. The reactants are: [C:9](O[C:9]([O:11][C:12]([CH3:15])([CH3:14])[CH3:13])=[O:10])([O:11][C:12]([CH3:15])([CH3:14])[CH3:13])=[O:10].Cl.[CH3:17][O:18][C:19](=[O:32])[C@H:20]([CH2:22][C:23]1[C:31]2[C:26](=[CH:27][CH:28]=[CH:29][CH:30]=2)[NH:25][CH:24]=1)[NH2:21].C(=O)([O-])O.[Na+].